Dataset: Cav3 T-type calcium channel HTS with 100,875 compounds. Task: Binary Classification. Given a drug SMILES string, predict its activity (active/inactive) in a high-throughput screening assay against a specified biological target. The compound is Clc1ccc(c2nn(CCC(=O)NCCCN3CCCCCC3)c(=O)cc2)cc1. The result is 0 (inactive).